Dataset: NCI-60 drug combinations with 297,098 pairs across 59 cell lines. Task: Regression. Given two drug SMILES strings and cell line genomic features, predict the synergy score measuring deviation from expected non-interaction effect. Synergy scores: CSS=-6.85, Synergy_ZIP=0.182, Synergy_Bliss=-6.06, Synergy_Loewe=-7.84, Synergy_HSA=-7.72. Drug 2: CNC(=O)C1=NC=CC(=C1)OC2=CC=C(C=C2)NC(=O)NC3=CC(=C(C=C3)Cl)C(F)(F)F. Cell line: NCI-H460. Drug 1: CCC1(CC2CC(C3=C(CCN(C2)C1)C4=CC=CC=C4N3)(C5=C(C=C6C(=C5)C78CCN9C7C(C=CC9)(C(C(C8N6C=O)(C(=O)OC)O)OC(=O)C)CC)OC)C(=O)OC)O.OS(=O)(=O)O.